From a dataset of Catalyst prediction with 721,799 reactions and 888 catalyst types from USPTO. Predict which catalyst facilitates the given reaction. Reactant: N(C(O)=O)=NC(O)=O.C1(P(C2C=CC=CC=2)C2C=CC=CC=2)C=CC=CC=1.[OH:28][C:29]1[CH:41]=[CH:40][C:32]([C:33]([C:35]2[CH:39]=[CH:38][O:37][N:36]=2)=[O:34])=[CH:31][CH:30]=1.[Cl:42][C:43]1[CH:53]=[C:52]([O:54][CH2:55][CH:56]=[C:57]([Cl:59])[Cl:58])[CH:51]=[C:50]([Cl:60])[C:44]=1[O:45][CH2:46][CH2:47][CH2:48]O. Product: [Cl:42][C:43]1[CH:53]=[C:52]([O:54][CH2:55][CH:56]=[C:57]([Cl:59])[Cl:58])[CH:51]=[C:50]([Cl:60])[C:44]=1[O:45][CH2:46][CH2:47][CH2:48][O:28][C:29]1[CH:41]=[CH:40][C:32]([C:33]([C:35]2[CH:39]=[CH:38][O:37][N:36]=2)=[O:34])=[CH:31][CH:30]=1. The catalyst class is: 7.